Dataset: Reaction yield outcomes from USPTO patents with 853,638 reactions. Task: Predict the reaction yield, written as a fraction of the theoretical maximum amount of product (1.0 means a 100% yield; for example, 0.34 means a 34% yield). (1) The reactants are [OH:1][C:2]1([CH:13]2[CH2:18][NH:17][CH2:16][CH2:15][NH:14]2)[CH2:5][N:4]([C:6]([O:8][C:9]([CH3:12])([CH3:11])[CH3:10])=[O:7])[CH2:3]1.C(N(CC)C(C)C)(C)C.[N+:28]([C:31]1[CH:36]=[CH:35][CH:34]=[CH:33][C:32]=1[S:37](Cl)(=[O:39])=[O:38])([O-:30])=[O:29]. The catalyst is C1COCC1. The product is [OH:1][C:2]1([CH:13]2[CH2:18][N:17]([S:37]([C:32]3[CH:33]=[CH:34][CH:35]=[CH:36][C:31]=3[N+:28]([O-:30])=[O:29])(=[O:38])=[O:39])[CH2:16][CH2:15][NH:14]2)[CH2:3][N:4]([C:6]([O:8][C:9]([CH3:12])([CH3:11])[CH3:10])=[O:7])[CH2:5]1. The yield is 0.790. (2) The reactants are [NH2:1][C:2]1[CH:24]=[CH:23][C:5]([CH2:6][C:7]2[N:17]([CH2:18][C:19]([CH3:22])([CH3:21])[CH3:20])[C:10]3[N:11]=[C:12]([C:15]#[N:16])[N:13]=[CH:14][C:9]=3[CH:8]=2)=[CH:4][CH:3]=1.C(N(CC)CC)C.[CH2:32]([S:36](Cl)(=[O:38])=[O:37])[CH2:33][CH2:34][CH3:35]. The catalyst is C(Cl)Cl. The product is [C:15]([C:12]1[N:13]=[CH:14][C:9]2[CH:8]=[C:7]([CH2:6][C:5]3[CH:4]=[CH:3][C:2]([NH:1][S:36]([CH2:32][CH2:33][CH2:34][CH3:35])(=[O:38])=[O:37])=[CH:24][CH:23]=3)[N:17]([CH2:18][C:19]([CH3:21])([CH3:20])[CH3:22])[C:10]=2[N:11]=1)#[N:16]. The yield is 0.390. (3) The reactants are [OH-].[Na+].C[O:4][C:5](=[O:30])[CH2:6][CH2:7][C@H:8]([C@@H:10]1[C@:27]2([CH3:28])[C@H:13]([C@H:14]3[C@H:24]([CH2:25][CH2:26]2)[C@:22]2([CH3:23])[C@@H:17]([CH2:18][C@@H:19]([NH2:29])[CH2:20][CH2:21]2)[CH2:16][CH2:15]3)[CH2:12][CH2:11]1)[CH3:9]. The catalyst is CO. The product is [NH2:29][C@H:19]1[CH2:20][CH2:21][C@@:22]2([CH3:23])[C@H:17]([CH2:16][CH2:15][C@@H:14]3[C@@H:24]2[CH2:25][CH2:26][C@@:27]2([CH3:28])[C@H:13]3[CH2:12][CH2:11][C@@H:10]2[C@H:8]([CH3:9])[CH2:7][CH2:6][C:5]([OH:30])=[O:4])[CH2:18]1. The yield is 0.800.